Dataset: Reaction yield outcomes from USPTO patents with 853,638 reactions. Task: Predict the reaction yield, written as a fraction of the theoretical maximum amount of product (1.0 means a 100% yield; for example, 0.34 means a 34% yield). (1) The reactants are [C:1]([C:5]1[NH:6][C:7]2[C:12]([CH:13]=1)=[CH:11][C:10]([N+:14]([O-])=O)=[CH:9][C:8]=2[C:17]#[N:18])([CH3:4])([CH3:3])[CH3:2].[BH4-].[Na+]. The catalyst is CO. The product is [NH2:14][C:10]1[CH:11]=[C:12]2[C:7](=[C:8]([C:17]#[N:18])[CH:9]=1)[NH:6][C:5]([C:1]([CH3:4])([CH3:3])[CH3:2])=[CH:13]2. The yield is 0.320. (2) The reactants are [CH:1]1[C:13]2[C:12]3[CH2:11][CH2:10][N:9]([C:14]([NH:16][C:17]4[CH:18]=[C:19]([CH:25]=[CH:26][CH:27]=4)[C:20]([O:22]CC)=[O:21])=[O:15])[CH2:8][C:7]=3[CH:6]=[N:5][C:4]=2[NH:3][N:2]=1.[OH-].[Na+]. The catalyst is CO. The product is [CH:1]1[C:13]2[C:12]3[CH2:11][CH2:10][N:9]([C:14]([NH:16][C:17]4[CH:18]=[C:19]([CH:25]=[CH:26][CH:27]=4)[C:20]([OH:22])=[O:21])=[O:15])[CH2:8][C:7]=3[CH:6]=[N:5][C:4]=2[NH:3][N:2]=1. The yield is 0.980.